This data is from hERG potassium channel inhibition data for cardiac toxicity prediction from Karim et al.. The task is: Regression/Classification. Given a drug SMILES string, predict its toxicity properties. Task type varies by dataset: regression for continuous values (e.g., LD50, hERG inhibition percentage) or binary classification for toxic/non-toxic outcomes (e.g., AMES mutagenicity, cardiotoxicity, hepatotoxicity). Dataset: herg_karim. (1) The compound is NC1=N[C@@]2(CO1)c1cc(-c3cccnc3F)ccc1Oc1c2cc(N2CCC(F)(F)C2)nc1F. The result is 1 (blocker). (2) The result is 1 (blocker). The compound is CCCCc1cc(OC2CCN(CCCCNS(=O)(=O)CC)CC2)c2ncccc2c1.Cl.Cl. (3) The molecule is Cn1nccc1CCOc1ccc(C2CCN(c3ccc4nnc(C(F)(F)F)n4n3)CC2)cc1. The result is 0 (non-blocker). (4) The drug is CC(C)(C)NC(=O)NCCN1CCC(NC(=O)c2cc(Cl)cc(Cl)c2)C1. The result is 1 (blocker). (5) The compound is CC(C)[C@]1(C(=O)N2CCN(c3cc(C(F)(F)F)ccn3)CC2)CC[C@@H](N2CCC3COCCC32)C1. The result is 1 (blocker). (6) The compound is C(#Cc1cc(-c2[nH]nc3c2Cc2cc(Cn4cncn4)ccc2-3)cs1)COc1ccccc1. The result is 1 (blocker). (7) The drug is CNC(=O)CCCN(C)C(=O)c1ccc2c(c1)c1c(n2C)CC[C@@H](C2CCOCC2)C1. The result is 0 (non-blocker). (8) The result is 0 (non-blocker). The molecule is C[NH+](C)Cc1cn(-c2ccc(F)cc2)c2ccc(Cl)cc12.